Dataset: Reaction yield outcomes from USPTO patents with 853,638 reactions. Task: Predict the reaction yield, written as a fraction of the theoretical maximum amount of product (1.0 means a 100% yield; for example, 0.34 means a 34% yield). The reactants are [F:1][C:2]1[CH:7]=[CH:6][C:5]([O:8][C:9]2[CH:14]=[CH:13][C:12]([N+:15]([O-])=O)=[CH:11][CH:10]=2)=[CH:4][C:3]=1[C:18]([F:21])([F:20])[F:19]. The catalyst is CO.[Pd]. The product is [F:1][C:2]1[CH:7]=[CH:6][C:5]([O:8][C:9]2[CH:10]=[CH:11][C:12]([NH2:15])=[CH:13][CH:14]=2)=[CH:4][C:3]=1[C:18]([F:19])([F:20])[F:21]. The yield is 0.950.